Dataset: Experimentally validated miRNA-target interactions with 360,000+ pairs, plus equal number of negative samples. Task: Binary Classification. Given a miRNA mature sequence and a target amino acid sequence, predict their likelihood of interaction. (1) The miRNA is hsa-miR-490-5p with sequence CCAUGGAUCUCCAGGUGGGU. The protein sequence of the target gene is MDAVLEPFPADRLFPGSSFLDLGDLNESDFLNNAHFPEHLDHFTENMEDFSNDLFSSFFDDPVLDEKSPLLDMELDSPTPGIQAEHSYSLSGDSAPQSPLVPIKMEDTTQDAEHGAWALGHKLCSIMVKQEQSPELPVDPLAAPSAMAAAAAMATTPLLGLSPLSRLPIPHQAPGEMTQLPVIKAEPLEVNQFLKVTPEDLVQMPPTPPSSHGSDSDGSQSPRSLPPSSPVRPMARSSTAISTSPLLTAPHKLQGTSGPLLLTEEEKRTLIAEGYPIPTKLPLTKAEEKALKRVRRKIKN.... Result: 0 (no interaction). (2) The miRNA is hsa-miR-135a-3p with sequence UAUAGGGAUUGGAGCCGUGGCG. The protein sequence of the target gene is MLKRKPSNVSEKEKHQKPKRSSSFGNFDRFRNNSLSKPDDSTEAHEGDPTNGSGEQSKTSNNGGGLGKKMRAISWTMKKKVGKKYIKALSEEKDEEDGENAHPYRNSDPVIGTHTEKVSLKASDSMDSLYSGQSSSSGITSCSDGTSNRDSFRLDDDGPYSGPFCGRARVHTDFTPSPYDTDSLKIKKGDIIDIICKTPMGMWTGMLNNKVGNFKFIYVDVISEEEAAPKKIKANRRSNSKKSKTLQEFLERIHLQEYTSTLLLNGYETLEDLKDIKESHLIELNIENPDDRRRLLSAAE.... Result: 0 (no interaction). (3) The miRNA is hsa-miR-3200-5p with sequence AAUCUGAGAAGGCGCACAAGGU. The protein sequence of the target gene is MRSHTGLRALVAPGYPLLLLCLLAATRPDPAEGDPTDPTFTSLPVREEMMAKYSNLSLKSCNISVTEKSNVSVEENVILEKPSHVELKCVYTATKDLNLMNVTWKKDDEPLETTGDFNTTKMGNTLTSQYRFIVFNSKQLGKYSCVFGEKELRGTFNIHVPKAHGKKKSLIAYVGDSTVLKCVCQDCLPLNWTWYMGNETAQVPIDAHSNEKYIINGSHANETRLKIKHLLEEDGGSYWCRATFQLGESEEQNELVVLSFLVPLKPFLAILAEVILLVAIILLCEVYTHKKKNDPDAGKE.... Result: 0 (no interaction). (4) The miRNA is hsa-miR-4643 with sequence GACACAUGACCAUAAAUGCUAA. The protein sequence of the target gene is MAASTGYVRLWGAARCWVLRRPMLAAAGGRVPTAAGAWLLRGQRTCDASPPWALWGRGPAIGGQWRGFWEASSRGGGAFSGGEDASEGGAEEGAGGAGGSAGAGEGPVITALTPMTIPDVFPHLPLIAITRNPVFPRFIKIIEVKNKKLVELLRRKVRLAQPYVGVFLKRDDSNESDVVESLDEIYHTGTFAQIHEMQDLGDKLRMIVMGHRRVHISRQLEVEPEEPEAENKHKPRRKSKRGKKEAEDELSARHPAELAMEPTPELPAEVLMVEVENVVHEDFQVTEEVKALTAEIVKTI.... Result: 0 (no interaction). (5) The miRNA is hsa-miR-6499-3p with sequence AGCAGUGUUUGUUUUGCCCACA. The protein sequence of the target gene is MYGSARSVGKVEPSSQSPGRSPRLPRSPRLGHRRTNSTGGSSGSSVGGGSGKTLSMENIQSLNAAYATSGPMYLSDHENVGSETPKSTMTLGRSGGRLPYGVRMTAMGSSPNIASSGVASDTIAFGEHHLPPVSMASTVPHSLRQARDNTIMDLQTQLKEVLRENDLLRKDVEVKESKLSSSMNSIKTFWSPELKKERALRKDEASKITIWKEQYRVVQEENQHMQMTIQALQDELRIQRDLNQLFQQDSSSRTGEPCVAELTEENFQRLHAEHERQAKELFLLRKTLEEMELRIETQKQ.... Result: 1 (interaction). (6) Result: 0 (no interaction). The miRNA is ath-miR398c-3p with sequence UGUGUUCUCAGGUCACCCCUG. The protein sequence of the target gene is MATTGALGNYYVDSFLLGADAADELGAGRYAPGTLGQPPRQAAALAEHPDFSPCSFQSKAAVFGASWNPVHAAGANAVPAAVYHHHHHPYVHPQAPVAAAAPDGRYMRSWLEPTPGALSFAGLPSSRPYGIKPEPLSARRGDCPTLDTHTLSLTDYACGSPPVDREKQPSEGAFSENNAENESGGDKPPIDPNNPAANWLHARSTRKKRCPYTKHQTLELEKEFLFNMYLTRDRRYEVARLLNLTERQVKIWFQNRRMKMKKINKDRAKDE. (7) The miRNA is hsa-miR-4650-5p with sequence UCAGGCCUCUUUCUACCUU. The protein sequence of the target gene is MFRTKRSALVRRLWRSRAPGGEDEEEGVGGGGGGGELRGEGATDGRAYGAGGGGAGRAGCCLGKAVRGAKGHHHPHPPTSGAGAAGGAEADLKALTHSVLKKLKERQLELLLQAVESRGGTRTACLLLPGRLDCRLGPGAPASAQPAQPPSSYSLPLLLCKVFRWPDLRHSSEVKRLCCCESYGKINPELVCCNPHHLSRLCELESPPPPYSRYPMDFLKPTAGCPDAVPSSAETGGTNYLAPGGLSDSQLLLEPGDRSHWCVVAYWEEKTRVGRLYCVQEPSLDIFYDLPQGNGFCLGQ.... Result: 0 (no interaction). (8) The miRNA is hsa-miR-7107-3p with sequence UGGUCUGUUCAUUCUCUCUUUUUGGCC. The protein sequence of the target gene is MYTSEEKCNQRTQKRKIYNVCPRKGKKIFIHMHEIIQIDGHIYQCLECKQNFCENLALIMCERTHTGEKPYKCDMCEKTFVQSSDLTSHQRIHNYEKPYKCSKCEKSFWHHLALSGHQRTHAGKKFYTCDICGKNFGQSSDLLVHQRSHTGEKPYLCSECDKCFSRSTNLIRHRRTHTGEKPFKCLECEKAFSGKSDLISHQRTHTGERPYKCNKCEKSYRHRSAFIVHKRVHTGEKPYKCGACEKCFGQKSDLIVHQRVHTGEKPYKCLECMRSFTRSANLIRHQATHTHTFKCLEYEK.... Result: 0 (no interaction).